Dataset: CYP3A4 inhibition data for predicting drug metabolism from PubChem BioAssay. Task: Regression/Classification. Given a drug SMILES string, predict its absorption, distribution, metabolism, or excretion properties. Task type varies by dataset: regression for continuous measurements (e.g., permeability, clearance, half-life) or binary classification for categorical outcomes (e.g., BBB penetration, CYP inhibition). Dataset: cyp3a4_veith. (1) The drug is O=C(c1cc2nc(-c3ccco3)cc(C(F)(F)F)n2n1)N1CCc2ccccc2C1. The result is 0 (non-inhibitor). (2) The compound is COc1ccc(O[C@H]2C=C[C@@H](c3ccccc3)O[C@H]2CO/N=C(/C)CCC(=O)OC[C@@H]2O[C@H](c3ccccc3)C=C[C@@H]2Oc2ccc(OC)cc2)cc1. The result is 1 (inhibitor). (3) The compound is Clc1ccc2c(c1)C=Nc1c(NCc3ccccc3)ncnc1O2. The result is 0 (non-inhibitor). (4) The molecule is Cc1c(C)c2ccc(Oc3ccc([N+](=O)[O-])cc3C(F)(F)F)c(C)c2oc1=O. The result is 0 (non-inhibitor). (5) The result is 1 (inhibitor). The compound is Cc1ccc(NC(=O)c2c(C(F)(F)F)nn(C)c2SCc2cccc(C(F)(F)F)c2)cc1C.